This data is from Reaction yield outcomes from USPTO patents with 853,638 reactions. The task is: Predict the reaction yield, written as a fraction of the theoretical maximum amount of product (1.0 means a 100% yield; for example, 0.34 means a 34% yield). (1) The reactants are [Al+3].[Cl-].[Cl-].[Cl-].[CH3:5][O:6][C:7]1[CH:15]=[N:14][C:13]([N:16]2[CH:20]=[N:19][CH:18]=[N:17]2)=[C:12]2[C:8]=1[CH:9]=[CH:10][NH:11]2.C([O-])(=[O:23])C.[NH4+].C[CH2:27][O:28][C:29]([CH3:31])=[O:30]. The catalyst is C(Cl)Cl.C[N+]([O-])=O. The product is [CH3:27][O:28][C:29](=[O:30])[C:31]([C:9]1[C:8]2[C:12](=[C:13]([N:16]3[CH:20]=[N:19][CH:18]=[N:17]3)[N:14]=[CH:15][C:7]=2[O:6][CH3:5])[NH:11][CH:10]=1)=[O:23]. The yield is 0.460. (2) The yield is 0.950. The product is [C:14]([O:13][C:11]([N:7]1[CH2:8][CH2:9][CH2:10][C:5]([CH3:25])([C:3]([OH:4])=[O:2])[N:6]1[C:18]([O:20][C:21]([CH3:24])([CH3:23])[CH3:22])=[O:19])=[O:12])([CH3:17])([CH3:15])[CH3:16]. The catalyst is O1CCCC1.O.CO. The reactants are C[O:2][C:3]([C:5]1([CH3:25])[CH2:10][CH2:9][CH2:8][N:7]([C:11]([O:13][C:14]([CH3:17])([CH3:16])[CH3:15])=[O:12])[N:6]1[C:18]([O:20][C:21]([CH3:24])([CH3:23])[CH3:22])=[O:19])=[O:4].O.[OH-].[Li+]. (3) The reactants are [CH2:1]([C:3]1[NH:11][C:10]2[C:5](=[N:6][CH:7]=[N:8][C:9]=2[C:12]2[C:17]([CH3:18])=[CH:16][C:15]([CH3:19])=[CH:14][C:13]=2[CH3:20])[N:4]=1)[CH3:2].[H-].[Na+].Br[CH2:24][CH2:25][CH2:26][CH3:27]. The catalyst is C(OCC)(=O)C. The product is [CH2:24]([N:4]1[C:3]([CH2:1][CH3:2])=[N:11][C:10]2[C:5]1=[N:6][CH:7]=[N:8][C:9]=2[C:12]1[C:17]([CH3:18])=[CH:16][C:15]([CH3:19])=[CH:14][C:13]=1[CH3:20])[CH2:25][CH2:26][CH3:27]. The yield is 0.270. (4) The reactants are [CH3:1][C:2]([OH:6])([CH3:5])[CH2:3][OH:4].[CH3:7][C:8]([Si:11](Cl)([CH3:13])[CH3:12])([CH3:10])[CH3:9]. The catalyst is C(Cl)Cl.CN(C1C=CN=CC=1)C. The product is [C:8]([Si:11]([CH3:13])([CH3:12])[O:4][CH2:3][C:2]([CH3:5])([OH:6])[CH3:1])([CH3:10])([CH3:9])[CH3:7]. The yield is 0.840. (5) The reactants are [NH2:1][CH2:2][C@@H:3]([CH3:31])[O:4][C:5]1[CH:14]=[CH:13][CH:12]=[C:11]2[C:6]=1[C:7]([NH:15][C:16]1[CH:21]=[CH:20][C:19]([O:22][CH2:23][C:24]3[CH:29]=[CH:28][CH:27]=[CH:26][N:25]=3)=[C:18]([Cl:30])[CH:17]=1)=[N:8][CH:9]=[N:10]2.[OH:32][C@@H:33]1[CH2:38][CH2:37][O:36][C:34]1=[O:35]. The yield is 0.540. The product is [Cl:30][C:18]1[CH:17]=[C:16]([NH:15][C:7]2[C:6]3[C:11](=[CH:12][CH:13]=[CH:14][C:5]=3[O:4][C@H:3]([CH3:31])[CH2:2][NH:1][C:34](=[O:35])[C@H:33]([OH:32])[CH2:38][CH2:37][OH:36])[N:10]=[CH:9][N:8]=2)[CH:21]=[CH:20][C:19]=1[O:22][CH2:23][C:24]1[CH:29]=[CH:28][CH:27]=[CH:26][N:25]=1. No catalyst specified.